This data is from Forward reaction prediction with 1.9M reactions from USPTO patents (1976-2016). The task is: Predict the product of the given reaction. (1) Given the reactants [C:1]([O:5][C:6](=[O:33])[NH:7][C:8]1([C:14]2[CH:19]=[CH:18][C:17]([C:20](=O)[C:21]([C:26]3[CH:31]=[CH:30][CH:29]=[CH:28][CH:27]=3)=[CH:22]N(C)C)=[CH:16][CH:15]=2)[CH2:11][C:10]([OH:13])([CH3:12])[CH2:9]1)([CH3:4])([CH3:3])[CH3:2].[C:34]1([C:40]2[NH:41][C:42]([NH2:45])=[N:43][N:44]=2)[CH:39]=[CH:38][CH:37]=[CH:36][CH:35]=1, predict the reaction product. The product is: [C:1]([O:5][C:6](=[O:33])[NH:7][C:8]1([C:14]2[CH:15]=[CH:16][C:17]([C:20]3[C:21]([C:26]4[CH:31]=[CH:30][CH:29]=[CH:28][CH:27]=4)=[CH:22][N:43]4[N:44]=[C:40]([C:34]5[CH:35]=[CH:36][CH:37]=[CH:38][CH:39]=5)[N:41]=[C:42]4[N:45]=3)=[CH:18][CH:19]=2)[CH2:9][C:10]([OH:13])([CH3:12])[CH2:11]1)([CH3:2])([CH3:3])[CH3:4]. (2) Given the reactants [N+:1]([C:4]1[CH:9]=[CH:8][C:7]([N:10]2[CH2:14][CH2:13][CH2:12][CH2:11]2)=[CH:6][CH:5]=1)([O-])=O, predict the reaction product. The product is: [N:10]1([C:7]2[CH:8]=[CH:9][C:4]([NH2:1])=[CH:5][CH:6]=2)[CH2:11][CH2:12][CH2:13][CH2:14]1. (3) Given the reactants [CH3:1][C:2]([SH:5])([CH3:4])[CH3:3].C(N(CC)CC)C.[CH2:13]([Sn:17](Cl)([CH2:22][CH2:23][CH2:24][CH3:25])[CH2:18][CH2:19][CH2:20][CH3:21])[CH2:14][CH2:15][CH3:16], predict the reaction product. The product is: [CH2:22]([Sn:17]([CH2:13][CH2:14][CH2:15][CH3:16])([CH2:18][CH2:19][CH2:20][CH3:21])[S:5][C:2]([CH3:4])([CH3:3])[CH3:1])[CH2:23][CH2:24][CH3:25]. (4) Given the reactants [NH:1]1[CH2:6][CH2:5][C:4]2([O:11][C:10]3[C:12]4[C:17]([C:18](=[O:21])[C:19](=[O:20])[C:9]=3[S:8][CH2:7]2)=[CH:16][CH:15]=[CH:14][CH:13]=4)[CH2:3][CH2:2]1.[CH3:22][C:23]1([CH:26]=[CH2:27])[CH2:25][O:24]1, predict the reaction product. The product is: [OH:24][C:23]([CH3:25])([CH:26]=[CH2:27])[CH2:22][N:1]1[CH2:2][CH2:3][C:4]2([O:11][C:10]3[C:12]4[C:17]([C:18](=[O:21])[C:19](=[O:20])[C:9]=3[S:8][CH2:7]2)=[CH:16][CH:15]=[CH:14][CH:13]=4)[CH2:5][CH2:6]1. (5) The product is: [CH3:13][C:12]1([CH3:14])[C:11](=[O:23])[CH2:10][N:15]1[C:16]([O:17][C:18]([CH3:21])([CH3:20])[CH3:19])=[O:22]. Given the reactants C(N(CC)CC)C.[N+](=[CH:10][C:11](=[O:23])[C:12]([NH:15][C:16](=[O:22])[O:17][C:18]([CH3:21])([CH3:20])[CH3:19])([CH3:14])[CH3:13])=[N-], predict the reaction product. (6) Given the reactants [Cl:1][C:2]1[CH:3]=[C:4]([CH:8]=[C:9]([C:11]2[CH:16]=[CH:15][CH:14]=[CH:13][N:12]=2)[CH:10]=1)[C:5]([OH:7])=O.Cl.[NH2:18][CH2:19][C:20]1[CH:30]=[CH:29][C:28]([C:31]#[N:32])=[CH:27][C:21]=1[O:22][CH2:23][C:24]([NH2:26])=[O:25], predict the reaction product. The product is: [C:24]([CH2:23][O:22][C:21]1[CH:27]=[C:28]([C:31]#[N:32])[CH:29]=[CH:30][C:20]=1[CH2:19][NH:18][C:5](=[O:7])[C:4]1[CH:8]=[C:9]([C:11]2[CH:16]=[CH:15][CH:14]=[CH:13][N:12]=2)[CH:10]=[C:2]([Cl:1])[CH:3]=1)(=[O:25])[NH2:26].